Task: Binary classification across 12 toxicity assays.. Dataset: Tox21: 12 toxicity assays (nuclear receptors and stress response pathways) (1) The molecule is CC(C)=CCC1=C(O)C(=O)c2ccccc2C1=O. It tested positive (active) for: NR-AhR (Aryl hydrocarbon Receptor agonist activity), SR-ARE (Antioxidant Response Element (oxidative stress)), SR-MMP (Mitochondrial Membrane Potential disruption), and SR-p53 (p53 tumor suppressor activation). (2) The molecule is COc1cccc2c1cc([N+](=O)[O-])c1c(C(=O)[O-])cc3c(c12)OCO3. It tested positive (active) for: SR-ARE (Antioxidant Response Element (oxidative stress)), SR-MMP (Mitochondrial Membrane Potential disruption), and SR-p53 (p53 tumor suppressor activation). (3) The compound is CCCCCc1ccco1. It tested positive (active) for: SR-MMP (Mitochondrial Membrane Potential disruption). (4) The drug is CCOC(=O)O[C@]1(C(=O)COC(=O)CC)CC[C@H]2[C@@H]3CCC4=CC(=O)C=C[C@]4(C)[C@H]3[C@@H](O)C[C@@]21C. It tested positive (active) for: NR-AR (Androgen Receptor agonist activity), and NR-AR-LBD (Androgen Receptor Ligand Binding Domain agonist).